Dataset: Reaction yield outcomes from USPTO patents with 853,638 reactions. Task: Predict the reaction yield, written as a fraction of the theoretical maximum amount of product (1.0 means a 100% yield; for example, 0.34 means a 34% yield). (1) The reactants are [Cl:1][C:2]1[CH:3]=[C:4]2[CH:10]=[CH:9][NH:8][C:5]2=[N:6][CH:7]=1.[OH-].[K+].[CH2:13]([N:15]1[C:19]([CH:20]=[O:21])=[CH:18][C:17]([NH:22][CH2:23][C:24]2[CH:29]=[CH:28][C:27]([F:30])=[CH:26][CH:25]=2)=[N:16]1)[CH3:14]. The catalyst is CO. The product is [Cl:1][C:2]1[CH:3]=[C:4]2[C:10]([C:20]([C:19]3[N:15]([CH2:13][CH3:14])[N:16]=[C:17]([NH:22][CH2:23][C:24]4[CH:29]=[CH:28][C:27]([F:30])=[CH:26][CH:25]=4)[CH:18]=3)=[O:21])=[CH:9][NH:8][C:5]2=[N:6][CH:7]=1. The yield is 0.0200. (2) The reactants are Cl[C:2]1[N:7]=[CH:6][N:5]=[C:4]([NH:8][CH:9]2[CH2:14][CH2:13][CH2:12][N:11]([C:15]([O:17][C:18]([CH3:21])([CH3:20])[CH3:19])=[O:16])[CH2:10]2)[CH:3]=1.[O:22]([C:29]1[CH:35]=[CH:34][C:32]([NH2:33])=[CH:31][CH:30]=1)[C:23]1[CH:28]=[CH:27][CH:26]=[CH:25][CH:24]=1.C1C=CC(P(C2C(C3C(P(C4C=CC=CC=4)C4C=CC=CC=4)=CC=C4C=3C=CC=C4)=C3C(C=CC=C3)=CC=2)C2C=CC=CC=2)=CC=1.C([O-])([O-])=O.[Cs+].[Cs+]. The catalyst is C1(C)C=CC=CC=1.CCOC(C)=O.CC([O-])=O.CC([O-])=O.[Pd+2]. The product is [O:22]([C:29]1[CH:30]=[CH:31][C:32]([NH:33][C:2]2[N:7]=[CH:6][N:5]=[C:4]([NH:8][CH:9]3[CH2:14][CH2:13][CH2:12][N:11]([C:15]([O:17][C:18]([CH3:21])([CH3:20])[CH3:19])=[O:16])[CH2:10]3)[CH:3]=2)=[CH:34][CH:35]=1)[C:23]1[CH:28]=[CH:27][CH:26]=[CH:25][CH:24]=1. The yield is 0.409. (3) The yield is 0.790. The catalyst is CCCCCCC.CCOC(C)=O. The reactants are [Cl:1][C:2]1[CH:12]=[CH:11][C:5]2[NH:6][C:7](=[O:10])[CH2:8][O:9][C:4]=2[CH:3]=1.C([O-])([O-])=O.[Cs+].[Cs+].[Cl:19][CH2:20][CH2:21][CH2:22]I. The product is [Cl:1][C:2]1[CH:12]=[CH:11][C:5]2[N:6]([CH2:22][CH2:21][CH2:20][Cl:19])[C:7](=[O:10])[CH2:8][O:9][C:4]=2[CH:3]=1. (4) The reactants are CCN(C(C)C)C(C)C.[CH3:10][O:11][C@H:12]([CH3:16])[C:13](O)=[O:14].C1N(P([Cl:31])(N2C(=O)OCC2)=O)C(=O)OC1.[NH2:32][C:33]1[C:41]2[C:36](=[N:37][CH:38]=[C:39]([Cl:56])[C:40]=2[N:42]2[CH2:47][CH2:46][CH2:45][C@@H:44]([NH:48]C(=O)OC(C)(C)C)[CH2:43]2)[NH:35][CH:34]=1.[Li+].[OH-]. The catalyst is CN1C(=O)CCC1.C(#N)C.O.C(Cl)Cl. The product is [ClH:31].[NH2:48][C@@H:44]1[CH2:45][CH2:46][CH2:47][N:42]([C:40]2[C:39]([Cl:56])=[CH:38][N:37]=[C:36]3[NH:35][CH:34]=[C:33]([NH:32][C:13](=[O:14])[C@H:12]([O:11][CH3:10])[CH3:16])[C:41]=23)[CH2:43]1. The yield is 0.560.